This data is from Forward reaction prediction with 1.9M reactions from USPTO patents (1976-2016). The task is: Predict the product of the given reaction. (1) The product is: [CH2:1]([C:3]1[CH:4]=[CH:5][C:6]([CH:9]2[NH:10][CH2:11][CH2:12][N:13]([C:16]3[C:25]4[C:20](=[CH:21][C:22]([O:28][CH3:29])=[C:23]([O:26][CH3:27])[CH:24]=4)[N:19]=[CH:18][N:17]=3)[CH2:14]2)=[CH:7][CH:8]=1)[CH3:2]. Given the reactants [CH2:1]([C:3]1[CH:8]=[CH:7][C:6]([CH:9]2[CH2:14][NH:13][CH2:12][CH2:11][NH:10]2)=[CH:5][CH:4]=1)[CH3:2].Cl[C:16]1[C:25]2[C:20](=[CH:21][C:22]([O:28][CH3:29])=[C:23]([O:26][CH3:27])[CH:24]=2)[N:19]=[CH:18][N:17]=1, predict the reaction product. (2) The product is: [F:24][C:21]1[CH:22]=[CH:23][C:18]([N:8]2[C:4]3=[N:5][CH:6]=[CH:7][C:2]([CH3:1])=[C:3]3[CH:10]=[C:9]2[C:11]2[CH:16]=[CH:15][N:14]=[CH:13][CH:12]=2)=[CH:19][CH:20]=1. Given the reactants [CH3:1][C:2]1[CH:7]=[CH:6][N:5]=[C:4]2[NH:8][C:9]([C:11]3[CH:16]=[CH:15][N:14]=[CH:13][CH:12]=3)=[CH:10][C:3]=12.Br[C:18]1[CH:23]=[CH:22][C:21]([F:24])=[CH:20][CH:19]=1.C(=O)([O-])[O-].[Na+].[Na+].Cl, predict the reaction product.